From a dataset of NCI-60 drug combinations with 297,098 pairs across 59 cell lines. Regression. Given two drug SMILES strings and cell line genomic features, predict the synergy score measuring deviation from expected non-interaction effect. (1) Drug 1: C(CC(=O)O)C(=O)CN.Cl. Drug 2: CC1C(C(CC(O1)OC2CC(CC3=C2C(=C4C(=C3O)C(=O)C5=CC=CC=C5C4=O)O)(C(=O)C)O)N)O. Cell line: NCI/ADR-RES. Synergy scores: CSS=12.0, Synergy_ZIP=-6.17, Synergy_Bliss=-0.852, Synergy_Loewe=-24.7, Synergy_HSA=-1.80. (2) Drug 2: CC1C(C(CC(O1)OC2CC(CC3=C2C(=C4C(=C3O)C(=O)C5=C(C4=O)C(=CC=C5)OC)O)(C(=O)CO)O)N)O.Cl. Cell line: MOLT-4. Drug 1: CCC1=CC2CC(C3=C(CN(C2)C1)C4=CC=CC=C4N3)(C5=C(C=C6C(=C5)C78CCN9C7C(C=CC9)(C(C(C8N6C)(C(=O)OC)O)OC(=O)C)CC)OC)C(=O)OC.C(C(C(=O)O)O)(C(=O)O)O. Synergy scores: CSS=49.0, Synergy_ZIP=-3.82, Synergy_Bliss=-5.20, Synergy_Loewe=-3.75, Synergy_HSA=-2.68. (3) Drug 2: COC1=CC(=CC(=C1O)OC)C2C3C(COC3=O)C(C4=CC5=C(C=C24)OCO5)OC6C(C(C7C(O6)COC(O7)C8=CC=CS8)O)O. Cell line: HCT116. Synergy scores: CSS=48.1, Synergy_ZIP=-3.18, Synergy_Bliss=-5.97, Synergy_Loewe=-40.3, Synergy_HSA=-7.02. Drug 1: C1CCC(C1)C(CC#N)N2C=C(C=N2)C3=C4C=CNC4=NC=N3. (4) Drug 1: CCC(=C(C1=CC=CC=C1)C2=CC=C(C=C2)OCCN(C)C)C3=CC=CC=C3.C(C(=O)O)C(CC(=O)O)(C(=O)O)O. Drug 2: CN(CCCl)CCCl.Cl. Cell line: MCF7. Synergy scores: CSS=20.7, Synergy_ZIP=-6.78, Synergy_Bliss=-2.37, Synergy_Loewe=-7.41, Synergy_HSA=-1.89. (5) Drug 1: CC1=C(C=C(C=C1)NC(=O)C2=CC=C(C=C2)CN3CCN(CC3)C)NC4=NC=CC(=N4)C5=CN=CC=C5. Drug 2: C1CN(CCN1C(=O)CCBr)C(=O)CCBr. Cell line: TK-10. Synergy scores: CSS=9.69, Synergy_ZIP=-2.21, Synergy_Bliss=2.56, Synergy_Loewe=1.84, Synergy_HSA=2.50. (6) Drug 1: CC1=CC2C(CCC3(C2CCC3(C(=O)C)OC(=O)C)C)C4(C1=CC(=O)CC4)C. Drug 2: C1CN(P(=O)(OC1)NCCCl)CCCl. Cell line: MDA-MB-231. Synergy scores: CSS=-10.5, Synergy_ZIP=4.81, Synergy_Bliss=-3.13, Synergy_Loewe=-14.5, Synergy_HSA=-14.1. (7) Drug 1: C1=NC2=C(N=C(N=C2N1C3C(C(C(O3)CO)O)F)Cl)N. Drug 2: CC12CCC3C(C1CCC2OP(=O)(O)O)CCC4=C3C=CC(=C4)OC(=O)N(CCCl)CCCl.[Na+]. Cell line: OVCAR3. Synergy scores: CSS=1.40, Synergy_ZIP=8.47, Synergy_Bliss=5.28, Synergy_Loewe=-3.46, Synergy_HSA=-4.38.